Dataset: Forward reaction prediction with 1.9M reactions from USPTO patents (1976-2016). Task: Predict the product of the given reaction. Given the reactants [CH2:1]([C:3]([C:21]1[CH:26]=[CH:25][C:24]([OH:27])=[C:23]([CH3:28])[CH:22]=1)([C:6]1[CH:11]=[CH:10][C:9]([CH2:12][CH2:13][CH:14]([OH:19])[C:15]([CH3:18])([CH3:17])[CH3:16])=[C:8]([CH3:20])[CH:7]=1)[CH2:4][CH3:5])[CH3:2].C([O-])([O-])=O.[K+].[K+].[O:35]=[C:36]1[NH:40][C@@H:39]([CH2:41]OS(C2C=CC(C)=CC=2)(=O)=O)[CH2:38][CH2:37]1.[NH4+].[Cl-], predict the reaction product. The product is: [CH2:1]([C:3]([C:21]1[CH:26]=[CH:25][C:24]([O:27][CH2:41][C@@H:39]2[NH:40][C:36](=[O:35])[CH2:37][CH2:38]2)=[C:23]([CH3:28])[CH:22]=1)([C:6]1[CH:11]=[CH:10][C:9]([CH2:12][CH2:13][CH:14]([OH:19])[C:15]([CH3:17])([CH3:18])[CH3:16])=[C:8]([CH3:20])[CH:7]=1)[CH2:4][CH3:5])[CH3:2].